Predict the product of the given reaction. From a dataset of Forward reaction prediction with 1.9M reactions from USPTO patents (1976-2016). (1) Given the reactants [CH3:1][C:2]1[N:7]=[C:6]2[S:8][C:9]3[CH2:13][CH2:12][CH2:11][C:10]=3[C:5]2=[C:4]([C:14]2[CH:19]=[CH:18][C:17]([CH3:20])=[CH:16][CH:15]=2)[C:3]=1[CH2:21][C:22]([O:24][CH3:25])=[O:23].[Li+].C[Si]([N-][Si](C)(C)C)(C)C.C1COCC1.Cl[CH2:42][O:43][CH2:44][C:45]1[CH:50]=[CH:49][CH:48]=[CH:47][CH:46]=1.[I-].[K+].[Cl-].[NH4+], predict the reaction product. The product is: [CH3:1][C:2]1[N:7]=[C:6]2[S:8][C:9]3[CH2:13][CH2:12][CH2:11][C:10]=3[C:5]2=[C:4]([C:14]2[CH:19]=[CH:18][C:17]([CH3:20])=[CH:16][CH:15]=2)[C:3]=1[CH:21]([CH2:42][O:43][CH2:44][C:45]1[CH:50]=[CH:49][CH:48]=[CH:47][CH:46]=1)[C:22]([O:24][CH3:25])=[O:23]. (2) Given the reactants [CH3:1][O:2][C:3]([C:5]1[CH:13]=[C:12]2[C:8]([CH2:9][CH2:10][NH:11]2)=[CH:7][CH:6]=1)=[O:4].[Cl:14][C:15]1[CH:16]=[CH:17][C:18]([O:25][CH3:26])=[C:19]([S:21](Cl)(=[O:23])=[O:22])[CH:20]=1, predict the reaction product. The product is: [CH3:1][O:2][C:3]([C:5]1[CH:13]=[C:12]2[C:8]([CH2:9][CH2:10][N:11]2[S:21]([C:19]2[CH:20]=[C:15]([Cl:14])[CH:16]=[CH:17][C:18]=2[O:25][CH3:26])(=[O:22])=[O:23])=[CH:7][CH:6]=1)=[O:4]. (3) The product is: [NH2:2][CH2:3][CH2:4][O:5][C:6]1[C:15]2[C:10](=[CH:11][C:12]([F:16])=[CH:13][CH:14]=2)[C:9](=[O:17])[NH:8][C:7]=1[C:18]1[CH:23]=[CH:22][C:21]([N:24]2[CH2:25][CH2:26][CH2:27][CH2:28]2)=[C:20]([Br:29])[CH:19]=1. Given the reactants Cl.[NH2:2][CH2:3][CH2:4][O:5][C:6]1[C:15]2[C:10](=[CH:11][C:12]([F:16])=[CH:13][CH:14]=2)[C:9](=[O:17])[NH:8][C:7]=1[C:18]1[CH:23]=[CH:22][C:21]([N:24]2[CH2:28][CH2:27][CH2:26][CH2:25]2)=[CH:20][CH:19]=1.[BrH:29].[NH+]1C=CC=CC=1, predict the reaction product. (4) Given the reactants [Cl:1][C:2]1[CH:3]=[C:4]([NH:8][C:9]([N:11]2[CH2:16][CH2:15][C:14]3[NH:17][N:18]=[C:19]([CH:20]=[CH2:21])[C:13]=3[CH2:12]2)=[O:10])[CH:5]=[CH:6][CH:7]=1.[Zn](CC)[CH2:23]C.ClCI, predict the reaction product. The product is: [Cl:1][C:2]1[CH:3]=[C:4]([NH:8][C:9]([N:11]2[CH2:16][CH2:15][C:14]3[NH:17][N:18]=[C:19]([CH:20]4[CH2:23][CH2:21]4)[C:13]=3[CH2:12]2)=[O:10])[CH:5]=[CH:6][CH:7]=1.